From a dataset of Full USPTO retrosynthesis dataset with 1.9M reactions from patents (1976-2016). Predict the reactants needed to synthesize the given product. (1) Given the product [CH:23]([O:22][C:4]1[C:5]([CH3:21])=[C:6]([CH:20]=[C:2]([C:27]#[N:28])[CH:3]=1)[C:7]([NH:9][CH2:10][C:11]1[C:12](=[O:19])[NH:13][C:14]([CH3:18])=[CH:15][C:16]=1[CH3:17])=[O:8])([CH2:25][CH3:26])[CH3:24], predict the reactants needed to synthesize it. The reactants are: Br[C:2]1[CH:3]=[C:4]([O:22][CH:23]([CH2:25][CH3:26])[CH3:24])[C:5]([CH3:21])=[C:6]([CH:20]=1)[C:7]([NH:9][CH2:10][C:11]1[C:12](=[O:19])[NH:13][C:14]([CH3:18])=[CH:15][C:16]=1[CH3:17])=[O:8].[C:27]([Zn]C#N)#[N:28].CCOC(C)=O. (2) The reactants are: [Si]([O:8][CH2:9][CH2:10][CH2:11][CH:12]([C:14]1[O:19][C:18](=[O:20])[C:17]([C:21](=[O:24])[CH2:22][CH3:23])=[C:16](O)[CH:15]=1)[CH3:13])(C(C)(C)C)(C)C.C([O-])(O)=[O:27].[Na+]. Given the product [OH:27][C:15]1[CH:16]=[C:17]([C:21](=[O:24])[CH2:22][CH3:23])[C:18](=[O:20])[O:19][C:14]=1[CH:12]([CH3:13])[CH2:11][CH2:10][CH2:9][OH:8], predict the reactants needed to synthesize it. (3) The reactants are: C(OCC)C.CC([O:9][C:10](/N=N/C(OC(C)C)=O)=[O:11])C.[C:33]1(P(=O)([C:33]2[CH:38]=[CH:37][CH:36]=[CH:35][CH:34]=2)[C:33]2[CH:38]=[CH:37][CH:36]=[CH:35][CH:34]=2)[CH:38]=[CH:37][CH:36]=[CH:35][CH:34]=1.[OH-].[Na+]. Given the product [C:10]([OH:11])(=[O:9])[C:33]1[CH:34]=[CH:35][CH:36]=[CH:37][CH:38]=1, predict the reactants needed to synthesize it. (4) Given the product [C:6]([C:13]1[N:18]=[C:17]([F:19])[C:16]([OH:20])=[CH:15][CH:14]=1)([CH3:9])([CH3:8])[CH3:7], predict the reactants needed to synthesize it. The reactants are: [Cu](C#N)C#N.[C:6]([Mg]Cl)([CH3:9])([CH3:8])[CH3:7].Br[C:13]1[N:18]=[C:17]([F:19])[C:16]([O:20][Si](C(C)C)(C(C)C)C(C)C)=[CH:15][CH:14]=1. (5) Given the product [CH2:1]([O:8][CH2:9][C@@H:10]([O:15][C:16]1[CH:21]=[CH:20][C:19]([F:22])=[C:18]([C:23](=[O:25])[NH2:24])[C:17]=1[F:26])[C:11]([OH:13])=[O:12])[C:2]1[CH:3]=[CH:4][CH:5]=[CH:6][CH:7]=1, predict the reactants needed to synthesize it. The reactants are: [CH2:1]([O:8][CH2:9][C@@H:10]([O:15][C:16]1[CH:21]=[CH:20][C:19]([F:22])=[C:18]([C:23](=[O:25])[NH2:24])[C:17]=1[F:26])[C:11]([O:13]C)=[O:12])[C:2]1[CH:7]=[CH:6][CH:5]=[CH:4][CH:3]=1.[OH-].[Li+].O.